This data is from Full USPTO retrosynthesis dataset with 1.9M reactions from patents (1976-2016). The task is: Predict the reactants needed to synthesize the given product. (1) Given the product [CH3:18][C:5]1[CH:4]=[CH:3][C:2]([NH:1][C:28](=[O:34])[O:29][C:30]([CH3:33])([CH3:32])[CH3:31])=[CH:7][C:6]=1[NH:8][C:9]([NH:11][C:12]1[CH:13]=[CH:14][CH:15]=[CH:16][CH:17]=1)=[O:10], predict the reactants needed to synthesize it. The reactants are: [NH2:1][C:2]1[CH:3]=[CH:4][C:5]([CH3:18])=[C:6]([NH:8][C:9]([NH:11][C:12]2[CH:17]=[CH:16][CH:15]=[CH:14][CH:13]=2)=[O:10])[CH:7]=1.NC1C=C(N[C:28](=[O:34])[O:29][C:30]([CH3:33])([CH3:32])[CH3:31])C=CC=1C.C1(N=C=O)C=CC=CC=1. (2) Given the product [F:1][C:2]1[C:3]([I:31])=[C:4]2[C:14]3[C:9](=[CH:10][N:11]=[C:12]([C:15]4[CH:16]=[N:17][CH:18]=[CH:19][CH:20]=4)[CH:13]=3)[NH:8][C:5]2=[N:6][CH:7]=1, predict the reactants needed to synthesize it. The reactants are: [F:1][C:2]1[C:3]([I:31])=[C:4]2[C:14]3[C:9](=[CH:10][N:11]=[C:12]([C:15]4[CH:16]=[N:17][CH:18]=[CH:19][CH:20]=4)[CH:13]=3)[N:8](S(C3C=CC(C)=CC=3)(=O)=O)[C:5]2=[N:6][CH:7]=1.CO.[OH-].[Li+].Cl. (3) Given the product [NH2:19][CH2:18][CH2:17][NH:16][S:13]([C:8]1[C:7]2[C:12](=[C:3]([N:2]([CH3:27])[CH3:1])[CH:4]=[CH:5][CH:6]=2)[CH:11]=[CH:10][CH:9]=1)(=[O:15])=[O:14], predict the reactants needed to synthesize it. The reactants are: [CH3:1][N:2]([CH3:27])[C:3]1[C:12]2[CH:11]=[CH:10][CH:9]=[C:8]([S:13]([NH:16][CH2:17][CH2:18][NH:19]C(=O)OC(C)(C)C)(=[O:15])=[O:14])[C:7]=2[CH:6]=[CH:5][CH:4]=1.C(O)(C(F)(F)F)=O. (4) Given the product [CH:14]1([C:18]2[N:22]([CH2:23][C:24]3[CH:25]=[CH:26][C:27]([F:30])=[CH:28][CH:29]=3)[C:21]([CH2:31][NH:1][CH2:2][C:3]3[N:8]=[C:7]([CH3:9])[CH:6]=[C:5]([C:10]([O:12][CH3:13])=[O:11])[CH:4]=3)=[N:20][CH:19]=2)[CH2:15][CH2:16][CH2:17]1, predict the reactants needed to synthesize it. The reactants are: [NH2:1][CH2:2][C:3]1[N:8]=[C:7]([CH3:9])[CH:6]=[C:5]([C:10]([O:12][CH3:13])=[O:11])[CH:4]=1.[CH:14]1([C:18]2[N:22]([CH2:23][C:24]3[CH:29]=[CH:28][C:27]([F:30])=[CH:26][CH:25]=3)[C:21]([CH:31]=O)=[N:20][CH:19]=2)[CH2:17][CH2:16][CH2:15]1.